This data is from Full USPTO retrosynthesis dataset with 1.9M reactions from patents (1976-2016). The task is: Predict the reactants needed to synthesize the given product. (1) Given the product [CH2:1]([O:3][C:4]1[CH:9]=[N:8][C:7]([C:10]2[CH:11]=[C:12]([CH:13]([C:14]3[C:19](=[O:20])[CH:18]=[CH:17][N:16]([C:21]4[CH:22]=[N:23][N:24]([CH3:26])[CH:25]=4)[N:15]=3)[CH3:31])[CH:27]=[CH:28][CH:29]=2)=[N:6][CH:5]=1)[CH3:2], predict the reactants needed to synthesize it. The reactants are: [CH2:1]([O:3][C:4]1[CH:5]=[N:6][C:7]([C:10]2[CH:11]=[C:12]([CH:27]=[CH:28][CH:29]=2)[CH2:13][C:14]2[C:19](=[O:20])[CH:18]=[CH:17][N:16]([C:21]3[CH:22]=[N:23][N:24]([CH3:26])[CH:25]=3)[N:15]=2)=[N:8][CH:9]=1)[CH3:2].I[CH3:31].[H-].[Na+]. (2) Given the product [Cl:12][C:13]1[CH:14]=[CH:15][C:16]([O:17][CH2:18][CH2:19][N:21]2[CH2:26][CH2:25][N:24]([CH2:27][C:28]3[CH:33]=[CH:32][C:31]([F:34])=[CH:30][CH:29]=3)[CH2:23][CH2:22]2)=[CH:35][CH:36]=1, predict the reactants needed to synthesize it. The reactants are: [H-].[Al+3].[Li+].[H-].[H-].[H-].C1COCC1.[Cl:12][C:13]1[CH:36]=[CH:35][C:16]([O:17][CH2:18][C:19]([N:21]2[CH2:26][CH2:25][N:24]([CH2:27][C:28]3[CH:33]=[CH:32][C:31]([F:34])=[CH:30][CH:29]=3)[CH2:23][CH2:22]2)=O)=[CH:15][CH:14]=1.[OH-].[Na+]. (3) Given the product [F:33][C:2]1([F:1])[CH2:3][CH2:4][N:5]([C:8]([C:10]2[N:11]([CH2:41][C:42]([F:45])([F:44])[F:43])[C:12]3[C:17]([CH:18]=2)=[CH:16][C:15]([C:19]([N:21]2[CH2:26][CH2:25][CH:24]([N:27]4[CH2:28][CH2:29][O:30][CH2:31][CH2:32]4)[CH2:23][CH2:22]2)=[O:20])=[CH:14][CH:13]=3)=[O:9])[CH2:6][CH2:7]1, predict the reactants needed to synthesize it. The reactants are: [F:1][C:2]1([F:33])[CH2:7][CH2:6][N:5]([C:8]([C:10]2[NH:11][C:12]3[C:17]([CH:18]=2)=[CH:16][C:15]([C:19]([N:21]2[CH2:26][CH2:25][CH:24]([N:27]4[CH2:32][CH2:31][O:30][CH2:29][CH2:28]4)[CH2:23][CH2:22]2)=[O:20])=[CH:14][CH:13]=3)=[O:9])[CH2:4][CH2:3]1.[H-].[Na+].CS(O[CH2:41][C:42]([F:45])([F:44])[F:43])(=O)=O. (4) Given the product [CH3:1][N:2]([CH3:16])[C:3]1([C:10]2[CH:15]=[CH:14][CH:13]=[CH:12][CH:11]=2)[CH2:8][CH2:7][CH:6]([OH:9])[CH2:5][CH2:4]1, predict the reactants needed to synthesize it. The reactants are: [CH3:1][N:2]([CH3:16])[C:3]1([C:10]2[CH:15]=[CH:14][CH:13]=[CH:12][CH:11]=2)[CH2:8][CH2:7][C:6](=[O:9])[CH2:5][CH2:4]1.B([O-])=O.[Na+].P([O-])([O-])([O-])=O. (5) Given the product [CH3:1][N:2]([CH3:18])[CH2:3][CH2:4][N:5]1[CH2:10][CH2:9][S:8][C:7]2[CH:11]=[C:12]([NH2:15])[CH:13]=[CH:14][C:6]1=2, predict the reactants needed to synthesize it. The reactants are: [CH3:1][N:2]([CH3:18])[CH2:3][CH2:4][N:5]1[CH2:10][CH2:9][S:8][C:7]2[CH:11]=[C:12]([N+:15]([O-])=O)[CH:13]=[CH:14][C:6]1=2.O.NN. (6) Given the product [S:1]1[CH:5]=[CH:4][C:3]([C:6]2[C:11]([O:12][CH2:13][C:14]([NH:18][NH2:19])=[O:16])=[CH:10][CH:9]=[CH:8][N:7]=2)=[CH:2]1, predict the reactants needed to synthesize it. The reactants are: [S:1]1[CH:5]=[CH:4][C:3]([C:6]2[C:11]([O:12][CH2:13][C:14]([O:16]C)=O)=[CH:10][CH:9]=[CH:8][N:7]=2)=[CH:2]1.[NH2:18][NH2:19].